This data is from Full USPTO retrosynthesis dataset with 1.9M reactions from patents (1976-2016). The task is: Predict the reactants needed to synthesize the given product. Given the product [CH3:1][C:2]1[CH:15]=[CH:14][C:5]([CH2:6][O:7][CH:8]2[CH2:13][CH2:12][CH2:11][CH2:10][O:9]2)=[CH:4][C:3]=1[NH2:16], predict the reactants needed to synthesize it. The reactants are: [CH3:1][C:2]1[CH:15]=[CH:14][C:5]([CH2:6][O:7][CH:8]2[CH2:13][CH2:12][CH2:11][CH2:10][O:9]2)=[CH:4][C:3]=1[N+:16]([O-])=O.